Dataset: Catalyst prediction with 721,799 reactions and 888 catalyst types from USPTO. Task: Predict which catalyst facilitates the given reaction. (1) Reactant: [CH2:1]([CH:8]1[CH2:13][CH2:12][N:11]([CH2:14][C@H:15]2[CH2:19][CH2:18][C@@H:17]([NH:20][C:21]([C@:23]34[CH2:49][CH2:48][C@@H:47]([C:50]([CH3:52])=[CH2:51])[C@@H:24]3[C@@H:25]3[C@@:38]([CH3:41])([CH2:39][CH2:40]4)[C@@:37]4([CH3:42])[C@@H:28]([C@:29]5([CH3:46])[C@@H:34]([CH2:35][CH2:36]4)[C:33]([CH3:44])([CH3:43])[C@@H:32]([OH:45])[CH2:31][CH2:30]5)[CH2:27][CH2:26]3)=[O:22])[CH2:16]2)[CH2:10][CH2:9]1)[C:2]1[CH:7]=[CH:6][CH:5]=[CH:4][CH:3]=1.CC1C=CN=C(N)C=1C.[CH3:62][C:63]1([CH3:71])[CH2:68][C:67](=[O:69])[O:66][C:65](=[O:70])[CH2:64]1. Product: [CH2:1]([CH:8]1[CH2:13][CH2:12][N:11]([CH2:14][C@H:15]2[CH2:19][CH2:18][C@@H:17]([NH:20][C:21]([C@:23]34[CH2:49][CH2:48][C@@H:47]([C:50]([CH3:52])=[CH2:51])[C@@H:24]3[C@@H:25]3[C@@:38]([CH3:41])([CH2:39][CH2:40]4)[C@@:37]4([CH3:42])[C@@H:28]([C@:29]5([CH3:46])[C@@H:34]([CH2:35][CH2:36]4)[C:33]([CH3:44])([CH3:43])[C@@H:32]([O:45][C:67](=[O:69])[CH2:68][C:63]([CH3:71])([CH3:62])[CH2:64][C:65]([OH:70])=[O:66])[CH2:31][CH2:30]5)[CH2:27][CH2:26]3)=[O:22])[CH2:16]2)[CH2:10][CH2:9]1)[C:2]1[CH:7]=[CH:6][CH:5]=[CH:4][CH:3]=1. The catalyst class is: 300. (2) Reactant: C[O-].[Na+].[Cl:4][C:5]1[CH:10]=[C:9]([Cl:11])[CH:8]=[CH:7][C:6]=1[CH2:12][C:13]#[N:14].[N:15](OCCC(C)C)=[O:16]. Product: [Cl:4][C:5]1[CH:10]=[C:9]([Cl:11])[CH:8]=[CH:7][C:6]=1[C:12](=[N:15][OH:16])[C:13]#[N:14]. The catalyst class is: 5. (3) Reactant: [Cl:1][C:2]1[CH:3]=[C:4]([CH:6]=[CH:7][C:8]=1[F:9])[NH2:5].CC[O:12][CH:13]=[C:14]([C:20](OCC)=O)[C:15]([O:17][CH2:18][CH3:19])=[O:16]. Product: [CH2:18]([O:17][C:15]([C:14]1[CH:20]=[N:5][C:4]2[C:6]([C:13]=1[OH:12])=[CH:7][C:8]([F:9])=[C:2]([Cl:1])[CH:3]=2)=[O:16])[CH3:19]. The catalyst class is: 736. (4) The catalyst class is: 25. Product: [CH3:24][N:27]([CH3:26])[C:2]1[CH:3]=[C:4]2[C:9](=[CH:10][CH:11]=1)[N:8]=[C:7]([CH3:12])[N:6]=[C:5]2[N:13]([C:15]1[CH:20]=[CH:19][C:18]([O:21][CH3:22])=[CH:17][CH:16]=1)[CH3:14]. Reactant: N[C:2]1[CH:3]=[C:4]2[C:9](=[CH:10][CH:11]=1)[N:8]=[C:7]([CH3:12])[N:6]=[C:5]2[N:13]([C:15]1[CH:20]=[CH:19][C:18]([O:21][CH3:22])=[CH:17][CH:16]=1)[CH3:14].O.[CH2:24]=O.[C:26]([BH3-])#[N:27].[Na+].Cl. (5) Reactant: [CH3:1][O:2][C:3]1[CH:8]=[C:7]([O:9][CH3:10])[N:6]=[C:5]([N:11]2[C:20](=[O:21])[C:19]3[C:14](=[CH:15][C:16]([C:22]([OH:24])=O)=[CH:17][CH:18]=3)[NH:13][C:12]2=[S:25])[N:4]=1.[CH3:26][N:27](C(ON1N=NC2C=CC=NC1=2)=[N+](C)C)C.F[P-](F)(F)(F)(F)F.CCN(C(C)C)C(C)C.CN.O1CCCC1. Product: [CH3:10][O:9][C:7]1[CH:8]=[C:3]([O:2][CH3:1])[N:4]=[C:5]([N:11]2[C:20](=[O:21])[C:19]3[C:14](=[CH:15][C:16]([C:22]([NH:27][CH3:26])=[O:24])=[CH:17][CH:18]=3)[NH:13][C:12]2=[S:25])[N:6]=1. The catalyst class is: 3.